Task: Regression. Given a peptide amino acid sequence and an MHC pseudo amino acid sequence, predict their binding affinity value. This is MHC class II binding data.. Dataset: Peptide-MHC class II binding affinity with 134,281 pairs from IEDB The peptide sequence is ENGEWAIDFCPGVIRRHHG. The MHC is HLA-DPA10201-DPB10501 with pseudo-sequence HLA-DPA10201-DPB10501. The binding affinity (normalized) is 0.209.